From a dataset of NCI-60 drug combinations with 297,098 pairs across 59 cell lines. Regression. Given two drug SMILES strings and cell line genomic features, predict the synergy score measuring deviation from expected non-interaction effect. (1) Drug 1: C1CC(=O)NC(=O)C1N2CC3=C(C2=O)C=CC=C3N. Drug 2: CN1C(=O)N2C=NC(=C2N=N1)C(=O)N. Cell line: NCIH23. Synergy scores: CSS=6.98, Synergy_ZIP=1.03, Synergy_Bliss=3.46, Synergy_Loewe=2.43, Synergy_HSA=1.59. (2) Drug 1: CC1=CC=C(C=C1)C2=CC(=NN2C3=CC=C(C=C3)S(=O)(=O)N)C(F)(F)F. Drug 2: C1C(C(OC1N2C=NC3=C2NC=NCC3O)CO)O. Cell line: SR. Synergy scores: CSS=-0.145, Synergy_ZIP=1.88, Synergy_Bliss=1.30, Synergy_Loewe=-0.490, Synergy_HSA=-0.0655. (3) Drug 1: CC1C(C(CC(O1)OC2CC(CC3=C2C(=C4C(=C3O)C(=O)C5=C(C4=O)C(=CC=C5)OC)O)(C(=O)CO)O)N)O. Cell line: SW-620. Synergy scores: CSS=71.8, Synergy_ZIP=-2.38, Synergy_Bliss=-2.76, Synergy_Loewe=1.92, Synergy_HSA=4.79. Drug 2: CC(C)(C#N)C1=CC=C(C=C1)N2C3=C4C=C(C=CC4=NC=C3N(C2=O)C)C5=CC6=CC=CC=C6N=C5.